Predict hERG channel inhibition at various concentrations. From a dataset of hERG Central: cardiac toxicity at 1µM, 10µM, and general inhibition. (1) The drug is Clc1ccc(CNC2CCN(Cc3ccccc3)CC2)cc1. Results: hERG_inhib (hERG inhibition (general)): blocker. (2) The compound is CCn1cc2nc(SCC(=O)Nc3ccccc3F)n(Cc3ccccc3)c(=O)c2n1. Results: hERG_inhib (hERG inhibition (general)): blocker. (3) The compound is Cc1ccc(/C=N/NC(=O)CN2CCN(Cc3ccccc3)CC2)s1. Results: hERG_inhib (hERG inhibition (general)): blocker. (4) The molecule is COc1ccc(NCc2nnc(SCCN3CCCCC3)n2-c2ccc(C)cc2)cc1. Results: hERG_inhib (hERG inhibition (general)): blocker. (5) The drug is CCOCCCNc1nc2nc3ccc(C)cn3c(=O)c2cc1C(=O)NCC1CCCO1. Results: hERG_inhib (hERG inhibition (general)): blocker. (6) Results: hERG_inhib (hERG inhibition (general)): blocker. The molecule is CC1CCN(CCC(=O)N/N=C/c2ccc([N+](=O)[O-])cc2)CC1.